Task: Regression. Given a peptide amino acid sequence and an MHC pseudo amino acid sequence, predict their binding affinity value. This is MHC class I binding data.. Dataset: Peptide-MHC class I binding affinity with 185,985 pairs from IEDB/IMGT (1) The peptide sequence is RECGARVIL. The MHC is HLA-A02:06 with pseudo-sequence HLA-A02:06. The binding affinity (normalized) is 0.0847. (2) The peptide sequence is FIRLKLTKL. The MHC is HLA-B08:01 with pseudo-sequence HLA-B08:01. The binding affinity (normalized) is 0.546. (3) The peptide sequence is STLPETTVVR. The MHC is Patr-A0301 with pseudo-sequence Patr-A0301. The binding affinity (normalized) is 0.653. (4) The peptide sequence is RAFGRDWRY. The MHC is HLA-A02:19 with pseudo-sequence HLA-A02:19. The binding affinity (normalized) is 0.0847. (5) The peptide sequence is HSNLNDATY. The MHC is HLA-A26:01 with pseudo-sequence HLA-A26:01. The binding affinity (normalized) is 0.410. (6) The peptide sequence is KPEVRIPVDL. The MHC is HLA-B07:02 with pseudo-sequence HLA-B07:02. The binding affinity (normalized) is 0.496. (7) The peptide sequence is CAGGYYDVY. The MHC is HLA-A30:02 with pseudo-sequence HLA-A30:02. The binding affinity (normalized) is 0.164. (8) The peptide sequence is ALLENIHRV. The MHC is HLA-A02:12 with pseudo-sequence HLA-A02:12. The binding affinity (normalized) is 0.936.